From a dataset of Forward reaction prediction with 1.9M reactions from USPTO patents (1976-2016). Predict the product of the given reaction. (1) Given the reactants [O:1]1[C:5]2[CH:6]=[CH:7][C:8]([C:10]3([C:13]([NH:15][C:16]4[CH:21]=[CH:20][CH:19]=[C:18](Br)[N:17]=4)=[O:14])[CH2:12][CH2:11]3)=[CH:9][C:4]=2[O:3][CH2:2]1.[CH3:23][O:24][C:25]1[C:30](B(O)O)=[CH:29][CH:28]=[CH:27][N:26]=1, predict the reaction product. The product is: [O:1]1[C:5]2[CH:6]=[CH:7][C:8]([C:10]3([C:13]([NH:15][C:16]4[N:17]=[C:18]([C:30]5[C:25]([O:24][CH3:23])=[N:26][CH:27]=[CH:28][CH:29]=5)[CH:19]=[CH:20][CH:21]=4)=[O:14])[CH2:12][CH2:11]3)=[CH:9][C:4]=2[O:3][CH2:2]1. (2) The product is: [CH:1]1([N:7]2[CH2:13][C:12]([F:15])([F:14])[C:11](=[O:16])[N:10]([CH3:17])[C:9]3[CH:18]=[N:19][C:20]([NH:22][C:23]4[CH:31]=[CH:30][C:26]([C:27]([NH:49][C@H:44]5[CH2:45][CH2:46][CH2:47][NH:48][CH2:43]5)=[O:29])=[CH:25][C:24]=4[O:32][CH3:33])=[N:21][C:8]2=3)[CH2:2][CH2:3][CH2:4][CH2:5][CH2:6]1. Given the reactants [CH:1]1([N:7]2[CH2:13][C:12]([F:15])([F:14])[C:11](=[O:16])[N:10]([CH3:17])[C:9]3[CH:18]=[N:19][C:20]([NH:22][C:23]4[CH:31]=[CH:30][C:26]([C:27]([OH:29])=O)=[CH:25][C:24]=4[O:32][CH3:33])=[N:21][C:8]2=3)[CH2:6][CH2:5][CH2:4][CH2:3][CH2:2]1.CN(C(ON1N=[N:49][C:44]2[CH:45]=[CH:46][CH:47]=[N:48][C:43]1=2)=[N+](C)C)C.F[P-](F)(F)(F)(F)F.C(N1CCC[C@H](N)C1)(OC(C)(C)C)=O, predict the reaction product.